Dataset: Catalyst prediction with 721,799 reactions and 888 catalyst types from USPTO. Task: Predict which catalyst facilitates the given reaction. (1) Reactant: Br[C:2]1[CH:3]=[N:4][CH:5]=[C:6]([Br:8])[CH:7]=1.CC([S-])C.[Na+].[CH:14]1[CH:19]=C(Cl)C=C(C(OO)=O)[CH:15]=1.[S:25]([O-])([O-:27])=[O:26].[Na+].[Na+]. Product: [Br:8][C:6]1[CH:5]=[N:4][CH:3]=[C:2]([S:25]([CH:14]([CH3:19])[CH3:15])(=[O:27])=[O:26])[CH:7]=1. The catalyst class is: 296. (2) Reactant: [F:1][C:2]1[CH:11]=[C:10]([F:12])[CH:9]=[C:8]2[C:3]=1[C:4]([NH:20][C:21]1[CH:22]=[N:23][CH:24]=[C:25]([N:27]3[CH2:32][CH2:31][O:30][CH2:29][CH2:28]3)[CH:26]=1)=[C:5]([CH3:19])[C:6]([N:13]1[CH2:18][CH2:17][NH:16][CH2:15][CH2:14]1)=[N:7]2.Br[C:34]1[CH:35]=[N:36][CH:37]=[CH:38][CH:39]=1. Product: [F:1][C:2]1[CH:11]=[C:10]([F:12])[CH:9]=[C:8]2[C:3]=1[C:4]([NH:20][C:21]1[CH:22]=[N:23][CH:24]=[C:25]([N:27]3[CH2:32][CH2:31][O:30][CH2:29][CH2:28]3)[CH:26]=1)=[C:5]([CH3:19])[C:6]([N:13]1[CH2:14][CH2:15][N:16]([C:34]3[CH:35]=[N:36][CH:37]=[CH:38][CH:39]=3)[CH2:17][CH2:18]1)=[N:7]2. The catalyst class is: 11. (3) Reactant: [NH2:1][C:2]1[CH:3]=[C:4]([C:8]2[CH:16]=[CH:15][C:14]([C:17]([NH2:19])=[O:18])=[C:13]3[C:9]=2[CH:10]=[C:11]([CH2:20][CH2:21][O:22][CH2:23][CH3:24])[NH:12]3)[CH:5]=[CH:6][CH:7]=1.CCN(C(C)C)C(C)C.[C:34](Cl)(=[O:37])[CH:35]=[CH2:36]. Product: [C:34]([NH:1][C:2]1[CH:3]=[C:4]([C:8]2[CH:16]=[CH:15][C:14]([C:17]([NH2:19])=[O:18])=[C:13]3[C:9]=2[CH:10]=[C:11]([CH2:20][CH2:21][O:22][CH2:23][CH3:24])[NH:12]3)[CH:5]=[CH:6][CH:7]=1)(=[O:37])[CH:35]=[CH2:36]. The catalyst class is: 2. (4) Reactant: [C:1]([O:10][CH2:11][CH3:12])(=[O:9])[C:2]1[C:3](=[CH:5][CH:6]=[CH:7][CH:8]=1)[OH:4].C(=O)([O-])[O-].[Cs+].[Cs+].CN(C)C=O.Cl[CH2:25][CH2:26][CH2:27][C:28]([O:30][C:31]([CH3:34])([CH3:33])[CH3:32])=[O:29]. Product: [C:31]([O:30][C:28]([CH2:27][CH2:26][CH2:25][O:4][C:3]1[CH:5]=[CH:6][CH:7]=[CH:8][C:2]=1[C:1]([O:10][CH2:11][CH3:12])=[O:9])=[O:29])([CH3:34])([CH3:33])[CH3:32]. The catalyst class is: 13.